From a dataset of Reaction yield outcomes from USPTO patents with 853,638 reactions. Predict the reaction yield, written as a fraction of the theoretical maximum amount of product (1.0 means a 100% yield; for example, 0.34 means a 34% yield). (1) The reactants are [N+:1]([C:4]1[CH:5]=[C:6]([CH:13]=[CH:14][CH:15]=1)[CH2:7][N:8]1[CH2:12][CH2:11][CH2:10][CH2:9]1)([O-])=O.[H][H]. The catalyst is CCO.[Pd]. The product is [N:8]1([CH2:7][C:6]2[CH:5]=[C:4]([CH:15]=[CH:14][CH:13]=2)[NH2:1])[CH2:12][CH2:11][CH2:10][CH2:9]1. The yield is 0.700. (2) The reactants are [C:1]1([C:10]2[CH:15]=[CH:14][CH:13]=[CH:12][CH:11]=2)[CH:6]=[CH:5][C:4]([C:7](O)=[O:8])=[CH:3][CH:2]=1.C(Cl)(=O)C([Cl:19])=O. The catalyst is C(Cl)Cl.CN(C=O)C. The product is [C:1]1([C:10]2[CH:15]=[CH:14][CH:13]=[CH:12][CH:11]=2)[CH:6]=[CH:5][C:4]([C:7]([Cl:19])=[O:8])=[CH:3][CH:2]=1. The yield is 0.460. (3) The catalyst is CO. The reactants are [OH-].[Na+].C[O:4][C:5](=[O:22])[CH2:6][CH2:7][C:8]1[CH:13]=[CH:12][C:11]([O:14][CH2:15][C:16]2[CH:21]=[CH:20][CH:19]=[CH:18][CH:17]=2)=[CH:10][CH:9]=1. The yield is 0.700. The product is [CH2:15]([O:14][C:11]1[CH:10]=[CH:9][C:8]([CH2:7][CH2:6][C:5]([OH:22])=[O:4])=[CH:13][CH:12]=1)[C:16]1[CH:17]=[CH:18][CH:19]=[CH:20][CH:21]=1. (4) The reactants are [ClH:1].C([N:15]1[CH2:18][C:17]([CH:20]2[CH2:22][CH2:21]2)([F:19])[CH2:16]1)(C1C=CC=CC=1)C1C=CC=CC=1. The catalyst is [Pd].C(O)C. The product is [ClH:1].[CH:20]1([C:17]2([F:19])[CH2:18][NH:15][CH2:16]2)[CH2:22][CH2:21]1. The yield is 0.930. (5) The reactants are [C:1]([O:4][CH2:5][C:6]1[C:11]([N:12]2[CH2:24][CH2:23][N:15]3[C:16]4[CH2:17][CH2:18][CH2:19][CH2:20][C:21]=4[CH:22]=[C:14]3[C:13]2=[O:25])=[CH:10][C:9]([F:26])=[CH:8][C:7]=1B1OC(C)(C)C(C)(C)O1)(=[O:3])[CH3:2].Br[C:37]1[N:38]=[C:39]([NH:45][C:46]2[CH:47]=[C:48]3[C:53](=[CH:54][CH:55]=2)[CH2:52][N:51]([CH3:56])[CH2:50][CH2:49]3)[C:40](=[O:44])[N:41]([CH3:43])[CH:42]=1. No catalyst specified. The product is [C:1]([O:4][CH2:5][C:6]1[C:11]([N:12]2[CH2:24][CH2:23][N:15]3[C:16]4[CH2:17][CH2:18][CH2:19][CH2:20][C:21]=4[CH:22]=[C:14]3[C:13]2=[O:25])=[CH:10][C:9]([F:26])=[CH:8][C:7]=1[C:37]1[N:38]=[C:39]([NH:45][C:46]2[CH:47]=[C:48]3[C:53](=[CH:54][CH:55]=2)[CH2:52][N:51]([CH3:56])[CH2:50][CH2:49]3)[C:40](=[O:44])[N:41]([CH3:43])[CH:42]=1)(=[O:3])[CH3:2]. The yield is 0.580. (6) The reactants are [NH2:1][C:2]1[C:7]([NH2:8])=[C:6]([NH:9][C@@H:10]2[C@@H:15]3[CH2:16][C@@H:12]([CH:13]=[CH:14]3)[C@@H:11]2[C:17]([NH2:19])=[O:18])[C:5]([Br:20])=[CH:4][N:3]=1.[N:21]1([C:27]2[CH:34]=[CH:33][C:30]([CH:31]=O)=[CH:29][CH:28]=2)[CH2:26][CH2:25][O:24][CH2:23][CH2:22]1. No catalyst specified. The product is [Br:20][C:5]1[C:6]([NH:9][C@@H:10]2[C@@H:15]3[CH2:16][C@@H:12]([CH:13]=[CH:14]3)[C@@H:11]2[C:17]([NH2:19])=[O:18])=[C:7]2[N:8]=[C:31]([C:30]3[CH:29]=[CH:28][C:27]([N:21]4[CH2:26][CH2:25][O:24][CH2:23][CH2:22]4)=[CH:34][CH:33]=3)[NH:1][C:2]2=[N:3][CH:4]=1. The yield is 0.750.